Dataset: Catalyst prediction with 721,799 reactions and 888 catalyst types from USPTO. Task: Predict which catalyst facilitates the given reaction. (1) Reactant: [Li][CH2:2][CH2:3][CH2:4][CH3:5].[N+:6]([C:9]1[CH:14]=[CH:13][C:12]([N:15]2CCC(=O)[CH2:17][CH2:16]2)=[CH:11][CH:10]=1)([O-:8])=[O:7]. Product: [CH2:5]=[C:4]1[CH2:17][CH2:16][N:15]([C:12]2[CH:11]=[CH:10][C:9]([N+:6]([O-:8])=[O:7])=[CH:14][CH:13]=2)[CH2:2][CH2:3]1. The catalyst class is: 307. (2) Reactant: C(OC(=O)[NH:7][C@:8]1([C:20]2[CH:25]=[CH:24][CH:23]=[CH:22][C:21]=2[F:26])[C@H:12]([CH:13]([OH:18])[C:14]([F:17])([F:16])[F:15])[C@@H:11]([CH3:19])[O:10][CH2:9]1)(C)(C)C.C(O)(C(F)(F)F)=O. Product: [NH2:7][C@@:8]1([C:20]2[CH:25]=[CH:24][CH:23]=[CH:22][C:21]=2[F:26])[CH2:9][O:10][C@H:11]([CH3:19])[C@H:12]1[CH:13]([OH:18])[C:14]([F:17])([F:15])[F:16]. The catalyst class is: 2. (3) Reactant: N1C2C=CC=C(C(O)=O)C=2NC=1.S(=O)(=O)(O)O.C[O:19][C:20]([C:22]1[C:30]2[O:29][CH2:28][O:27][C:26]=2[CH:25]=[CH:24][CH:23]=1)=O.O.[NH2:32][NH2:33]. Product: [O:27]1[C:26]2[CH:25]=[CH:24][CH:23]=[C:22]([C:20]([NH:32][NH2:33])=[O:19])[C:30]=2[O:29][CH2:28]1. The catalyst class is: 5. (4) Reactant: C([O:4][CH2:5][C:6]([N:8]1[CH2:13][CH2:12][N:11]([C:14]2[CH:15]=[N:16][C:17]([NH:20][C:21]3[N:22]=[CH:23][C:24]4[C:29]5[CH:30]=[CH:31][N:32]=[CH:33][C:28]=5[N:27]([CH:34]5[CH2:38][CH2:37][CH2:36][CH2:35]5)[C:25]=4[N:26]=3)=[CH:18][CH:19]=2)[CH2:10][CH2:9]1)=[O:7])(=O)C.[Li+].[OH-]. Product: [CH:34]1([N:27]2[C:25]3[N:26]=[C:21]([NH:20][C:17]4[N:16]=[CH:15][C:14]([N:11]5[CH2:12][CH2:13][N:8]([C:6](=[O:7])[CH2:5][OH:4])[CH2:9][CH2:10]5)=[CH:19][CH:18]=4)[N:22]=[CH:23][C:24]=3[C:29]3[CH:30]=[CH:31][N:32]=[CH:33][C:28]2=3)[CH2:35][CH2:36][CH2:37][CH2:38]1. The catalyst class is: 87. (5) Reactant: [NH2:1][C:2]1[S:3][C:4]2[CH:10]=[C:9]([O:11]C)[CH:8]=[CH:7][C:5]=2[N:6]=1.B(Br)(Br)Br. Product: [NH2:1][C:2]1[S:3][C:4]2[CH:10]=[C:9]([OH:11])[CH:8]=[CH:7][C:5]=2[N:6]=1. The catalyst class is: 4. (6) Reactant: [Cl:1][C:2]1[N:10]=[CH:9][CH:8]=[CH:7][C:3]=1[C:4](Cl)=[O:5].[C:11]([O:15][C:16]([N:18]1[CH2:27][C:26]([CH3:29])([CH3:28])[C:25]2[C:20](=[CH:21][C:22]([NH2:30])=[CH:23][CH:24]=2)[CH2:19]1)=[O:17])([CH3:14])([CH3:13])[CH3:12].C([O-])(O)=O.[Na+]. Product: [C:11]([O:15][C:16]([N:18]1[CH2:27][C:26]([CH3:29])([CH3:28])[C:25]2[C:20](=[CH:21][C:22]([NH:30][C:4]([C:3]3[C:2]([Cl:1])=[N:10][CH:9]=[CH:8][CH:7]=3)=[O:5])=[CH:23][CH:24]=2)[CH2:19]1)=[O:17])([CH3:14])([CH3:12])[CH3:13]. The catalyst class is: 2. (7) The catalyst class is: 3. Product: [CH2:1]([N:8]1[C:16]2[C:11](=[CH:12][CH:13]=[C:14]([O:17][CH2:42][CH2:41][O:40][CH3:39])[CH:15]=2)[C:10]([C:18]([NH:20][CH2:21][C:22]2[CH:27]=[CH:26][C:25]([F:28])=[C:24]([F:29])[CH:23]=2)=[O:19])=[C:9]1[CH:30]([CH3:32])[CH3:31])[C:2]1[CH:7]=[CH:6][CH:5]=[CH:4][CH:3]=1. Reactant: [CH2:1]([N:8]1[C:16]2[C:11](=[CH:12][CH:13]=[C:14]([OH:17])[CH:15]=2)[C:10]([C:18]([NH:20][CH2:21][C:22]2[CH:27]=[CH:26][C:25]([F:28])=[C:24]([F:29])[CH:23]=2)=[O:19])=[C:9]1[CH:30]([CH3:32])[CH3:31])[C:2]1[CH:7]=[CH:6][CH:5]=[CH:4][CH:3]=1.C([O-])([O-])=O.[K+].[K+].[CH3:39][O:40][CH2:41][CH2:42]Br. (8) Reactant: [NH2:1][C:2]1[CH:7]=[CH:6][CH:5]=[CH:4][C:3]=1[NH:8][C:9]([NH:11][C:12]1[CH:17]=[CH:16][CH:15]=[CH:14][CH:13]=1)=[O:10].C(N(CC)CC)C.[CH2:25]([C:27]1[CH:32]=[CH:31][C:30]([S:33](Cl)(=[O:35])=[O:34])=[CH:29][CH:28]=1)[CH3:26]. Product: [CH2:25]([C:27]1[CH:28]=[CH:29][C:30]([S:33]([NH:1][C:2]2[CH:7]=[CH:6][CH:5]=[CH:4][C:3]=2[NH:8][C:9]([NH:11][C:12]2[CH:17]=[CH:16][CH:15]=[CH:14][CH:13]=2)=[O:10])(=[O:35])=[O:34])=[CH:31][CH:32]=1)[CH3:26]. The catalyst class is: 13. (9) Reactant: [CH3:1][N:2]1[C:6]([C:7](=[N:14][O:15][CH2:16][C:17]2[N:22]=[C:21]([NH2:23])[CH:20]=[CH:19][CH:18]=2)[C:8]2[CH:13]=[CH:12][CH:11]=[CH:10][CH:9]=2)=[N:5][N:4]=[N:3]1.C(N(CC)CC)C.[C:31](Cl)(=[O:37])[CH2:32][CH2:33][CH2:34][C:35]#[CH:36]. The catalyst class is: 4. Product: [CH3:1][N:2]1[C:6]([C:7](=[N:14][O:15][CH2:16][C:17]2[N:22]=[C:21]([NH:23][C:31](=[O:37])[CH2:32][CH2:33][CH2:34][C:35]#[CH:36])[CH:20]=[CH:19][CH:18]=2)[C:8]2[CH:9]=[CH:10][CH:11]=[CH:12][CH:13]=2)=[N:5][N:4]=[N:3]1.